This data is from Forward reaction prediction with 1.9M reactions from USPTO patents (1976-2016). The task is: Predict the product of the given reaction. Given the reactants [CH2:1]([CH:3]1[C:12]2[C:7](=[C:8]([CH3:14])[CH:9]=[CH:10][C:11]=2[CH3:13])[S:6][CH2:5][CH2:4]1)[CH3:2].[Cl-].[Al+3].[Cl-].[Cl-].[C:19](Cl)(=[O:21])[CH3:20].Cl, predict the reaction product. The product is: [C:19]([C:10]1[C:11]([CH3:13])=[C:12]2[C:7](=[C:8]([CH3:14])[CH:9]=1)[S:6][CH2:5][CH2:4][CH:3]2[CH2:1][CH3:2])(=[O:21])[CH3:20].